Dataset: Full USPTO retrosynthesis dataset with 1.9M reactions from patents (1976-2016). Task: Predict the reactants needed to synthesize the given product. (1) The reactants are: [C:1]([O:5][C:6]([N:8]([CH2:24][CH2:25][C:26]1[CH:31]=[C:30]([F:32])[CH:29]=[CH:28][C:27]=1[OH:33])[CH:9]1[CH2:18][CH2:17][CH2:16][C:15]2[N:14]=[C:13]([C:19]([O:21][CH2:22][CH3:23])=[O:20])[CH:12]=[CH:11][C:10]1=2)=[O:7])([CH3:4])([CH3:3])[CH3:2].[Cl:34][C:35]1[CH:36]=[CH:37][C:38]2[O:42][C:41]([C:43]3[CH:48]=[CH:47][C:46]([CH2:49]Cl)=[CH:45][CH:44]=3)=[N:40][C:39]=2[CH:51]=1.C(=O)([O-])[O-].[K+].[K+]. Given the product [C:1]([O:5][C:6]([N:8]([CH2:24][CH2:25][C:26]1[CH:31]=[C:30]([F:32])[CH:29]=[CH:28][C:27]=1[O:33][CH2:49][C:46]1[CH:45]=[CH:44][C:43]([C:41]2[O:42][C:38]3[CH:37]=[CH:36][C:35]([Cl:34])=[CH:51][C:39]=3[N:40]=2)=[CH:48][CH:47]=1)[CH:9]1[CH2:18][CH2:17][CH2:16][C:15]2[N:14]=[C:13]([C:19]([O:21][CH2:22][CH3:23])=[O:20])[CH:12]=[CH:11][C:10]1=2)=[O:7])([CH3:2])([CH3:3])[CH3:4], predict the reactants needed to synthesize it. (2) Given the product [C:3]([O:7][C:8]([N:10]([CH3:28])[CH2:11][CH2:12][C:13]1[CH:14]=[C:15]([CH2:19][C:20]([O:22][CH3:23])=[O:21])[CH:16]=[CH:17][CH:18]=1)=[O:9])([CH3:5])([CH3:4])[CH3:6], predict the reactants needed to synthesize it. The reactants are: [H-].[Na+].[C:3]([O:7][C:8]([N:10]([CH3:28])[CH2:11][CH2:12][C:13]1[CH:14]=[C:15]([CH:19](C(OC)=O)[C:20]([O:22][CH3:23])=[O:21])[CH:16]=[CH:17][CH:18]=1)=[O:9])([CH3:6])([CH3:5])[CH3:4]. (3) Given the product [CH2:1]([CH:8]1[CH2:9][CH2:10][N:11]([C:14](=[O:18])[C:15]([NH:19][C:20]2[CH:29]=[CH:28][C:23]3[NH:24][C:25](=[O:27])[O:26][C:22]=3[CH:21]=2)=[O:17])[CH2:12][CH2:13]1)[C:2]1[CH:3]=[CH:4][CH:5]=[CH:6][CH:7]=1, predict the reactants needed to synthesize it. The reactants are: [CH2:1]([CH:8]1[CH2:13][CH2:12][N:11]([C:14](=[O:18])[C:15]([OH:17])=O)[CH2:10][CH2:9]1)[C:2]1[CH:7]=[CH:6][CH:5]=[CH:4][CH:3]=1.[NH2:19][C:20]1[CH:29]=[CH:28][C:23]2[NH:24][C:25](=[O:27])[O:26][C:22]=2[CH:21]=1. (4) Given the product [Cl:1][C:2]1[CH:10]=[CH:9][C:5]([CH2:6][OH:7])=[CH:4][C:3]=1[O:11][CH3:12], predict the reactants needed to synthesize it. The reactants are: [Cl:1][C:2]1[CH:10]=[CH:9][C:5]([C:6](O)=[O:7])=[CH:4][C:3]=1[O:11][CH3:12]. (5) Given the product [CH2:1]([O:3][C:4]([C:6]1[C:7]2[CH2:18][CH2:17][CH2:16][C:15](=[O:20])[C:8]=2[S:9][C:10]=1[NH:11][C:12](=[O:14])[CH3:13])=[O:5])[CH3:2], predict the reactants needed to synthesize it. The reactants are: [CH2:1]([O:3][C:4]([C:6]1[C:7]2[CH2:18][CH2:17][CH2:16][CH2:15][C:8]=2[S:9][C:10]=1[NH:11][C:12](=[O:14])[CH3:13])=[O:5])[CH3:2].S([O-])([O-])(=O)=[O:20].[Ce+4].S([O-])([O-])(=O)=O.